This data is from Full USPTO retrosynthesis dataset with 1.9M reactions from patents (1976-2016). The task is: Predict the reactants needed to synthesize the given product. (1) Given the product [CH2:1]([N:8]1[C:12]([NH:13][C:17]2[CH:18]=[CH:19][C:20]([O:23][CH:29]([CH3:30])[CH3:28])=[CH:21][CH:22]=2)=[CH:11][CH:10]=[N:9]1)[C:2]1[CH:3]=[CH:4][CH:5]=[CH:6][CH:7]=1, predict the reactants needed to synthesize it. The reactants are: [CH2:1]([N:8]1[C:12]([NH2:13])=[CH:11][CH:10]=[N:9]1)[C:2]1[CH:7]=[CH:6][CH:5]=[CH:4][CH:3]=1.C([C:17]1[CH:22]=[CH:21][C:20]([O:23]B(O)O)=[CH:19][CH:18]=1)(C)C.N1C=C[CH:30]=[CH:29][CH:28]=1. (2) Given the product [C:13]1([NH:19][C:20]([N:10]2[C:11]3[C:7](=[CH:6][CH:5]=[C:4]([N+:1]([O-:3])=[O:2])[CH:12]=3)[CH2:8][CH2:9]2)=[O:21])[CH:18]=[CH:17][CH:16]=[CH:15][CH:14]=1, predict the reactants needed to synthesize it. The reactants are: [N+:1]([C:4]1[CH:12]=[C:11]2[C:7]([CH2:8][CH2:9][NH:10]2)=[CH:6][CH:5]=1)([O-:3])=[O:2].[C:13]1([N:19]=[C:20]=[O:21])[CH:18]=[CH:17][CH:16]=[CH:15][CH:14]=1.